This data is from Experimentally validated miRNA-target interactions with 360,000+ pairs, plus equal number of negative samples. The task is: Binary Classification. Given a miRNA mature sequence and a target amino acid sequence, predict their likelihood of interaction. (1) The miRNA is mmu-miR-501-5p with sequence AAUCCUUUGUCCCUGGGUGAAA. The protein sequence of the target gene is MGKKGKKEKKGRGAEKTAAKMEKKVSKRSRKEEEDLEALIAHFQTLDAKRTQTVELPCPPPSPRLNASLSVHPEKDELILFGGEYFNGQKTFLYNELYVYNTRKDTWTKVDIPSPPPRRCAHQAVVVPQGGGQLWVFGGEFASPNGEQFYHYKDLWVLHLATKTWEQVKSTGGPSGRSGHRMVAWKRQLILFGGFHESTRDYIYYNDVYAFNLDTFTWSKLSPSGTGPTPRSGCQMSVTPQGGIVVYGGYSKQRVKKDVDKGTRHSDMFLLKPEDGREDKWVWTRMNPSGVKPTPRSGFS.... Result: 0 (no interaction). (2) The miRNA is cel-miR-356a with sequence UUGAGCAACGCGAACAAAUCA. The protein sequence of the target gene is MELSESVQKGFQMLADPRSFDSNAFTLLLRAAFQSLLDAQADEAVLDHPDLKHIDPVVLKHCHAAAATYILEAGKHRADKSTLSTYLEDCKFDRERIELFCTEYQNNKNSLEILLGSIGRSLPHITDVSWRLEYQIKTNQLHRMYRPAYLVTLSVQNTDSPSYPEISFSCSMEQLQDLVGKLKDASKSLERATQL. Result: 0 (no interaction). (3) The miRNA is mmu-miR-367-3p with sequence AAUUGCACUUUAGCAAUGGUGA. The protein sequence of the target gene is MAQYKGAASEAGRAMHLMKKREKQREQMEQMKQRIAEENIMKSNIDKKFSAHYDAVEAELKSSTVGLVTLNDMKAKQEALVKEREKQLAKKEQSKELQMKLEKLREKERKKEAKRKISSLSFTLEEEEEGGEEEEEAAMYEEEMEREEITTKKRKLGKNPDVDTSFLPDRDREEEENRLREELRQEWEAKQEKIKSEEIEITFSYWDGSGHRRTVKMRKGNTMQQFLQKALEILRKDFSELRSAGVEQLMYIKEDLIIPHHHSFYDFIVTKARGKSGPLFNFDVHDDVRLLSDATVEKDE.... Result: 0 (no interaction). (4) The miRNA is hsa-miR-4671-5p with sequence ACCGAAGACUGUGCGCUAAUCU. The protein sequence of the target gene is MPSTSFPVPSKFPLGPAAAVFGRGETLGPAPRAGGTMKSAEEEHYGYASSNVSPALPLPTAHSTLPAPCHNLQTSTPGIIPPADHPSGYGAALDGGPAGYFLSSGHTRPDGAPALESPRIEITSCLGLYHNNNQFFHDVEVEDVLPSSKRSPSTATLSLPSLEAYRDPSCLSPASSLSSRSCNSEASSYESNYSYPYASPQTSPWQSPCVSPKTTDPEEGFPRGLGACTLLGSPRHSPSTSPRASVTEESWLGARSSRPASPCNKRKYSLNGRQPPYSPHHSPTPSPHGSPRVSVTDDSW.... Result: 1 (interaction). (5) The miRNA is rno-miR-221-3p with sequence AGCUACAUUGUCUGCUGGGUUUC. The protein sequence of the target gene is MSATTACWPAFTVLGEARGDQVDWSRLYRDTGLVKMSRKPRASSPFSNNHPSTPKRFPRQPRREKGPVKEVPGTKGSP. Result: 0 (no interaction). (6) The miRNA is hsa-miR-584-5p with sequence UUAUGGUUUGCCUGGGACUGAG. The protein sequence of the target gene is MEDTPLVISKQKTEVVCGVPTQVVCTAFSSHILVVVTQFGKMGTLVSLEPSSVASDVSKPVLTTKVLLGQDEPLIHVFAKNLVAFVSQEAGNRAVLLAVAVKDKSMEGLKALREVIRVCQVW. Result: 0 (no interaction).